From a dataset of HIV replication inhibition screening data with 41,000+ compounds from the AIDS Antiviral Screen. Binary Classification. Given a drug SMILES string, predict its activity (active/inactive) in a high-throughput screening assay against a specified biological target. (1) The molecule is NC(CS[Ag])C(=O)O.O=[N+]([O-])O. The result is 0 (inactive). (2) The drug is Cl.Nc1ncc(N)c(NCC2(CO)CC(CCc3ccccc3)C2)n1. The result is 0 (inactive). (3) The molecule is Fc1ccccc1C1SCc2nc3ccccc3n21. The result is 1 (active). (4) The compound is O=C(O)C(=Cc1ccccc1[N+](=O)[O-])c1ccccc1. The result is 0 (inactive). (5) The drug is CCN(CC)C(=S)N=C(SC(=S)N(CC)CC)c1ccccc1. The result is 0 (inactive).